Dataset: Forward reaction prediction with 1.9M reactions from USPTO patents (1976-2016). Task: Predict the product of the given reaction. (1) Given the reactants [F:1][C:2]1[CH:11]=[CH:10][C:9]([C:12]([NH2:14])=[O:13])=[C:8]2[C:3]=1[CH:4]=[CH:5][CH2:6][O:7]2.C(O)CO.[N:19]([O-:21])=[O:20].[Na+].II, predict the reaction product. The product is: [F:1][C:2]1[CH:11]=[CH:10][C:9]([C:12]([NH2:14])=[O:13])=[C:8]2[C:3]=1[CH:4]=[C:5]([N+:19]([O-:21])=[O:20])[CH2:6][O:7]2. (2) The product is: [C:17]([CH:8]1[C:9]2[C:14](=[CH:13][CH:12]=[CH:11][CH:10]=2)[CH2:15][CH2:16][N:7]1[C:1]1[CH:2]=[CH:3][CH:4]=[CH:5][CH:6]=1)#[N:18]. Given the reactants [C:1]1([N:7]2[CH2:16][CH2:15][C:14]3[C:9](=[CH:10][CH:11]=[CH:12][CH:13]=3)[CH2:8]2)[CH:6]=[CH:5][CH:4]=[CH:3][CH:2]=1.[C-:17]#[N:18].[Na+].O=O.C(=O)(O)[O-].[Na+], predict the reaction product.